From a dataset of Full USPTO retrosynthesis dataset with 1.9M reactions from patents (1976-2016). Predict the reactants needed to synthesize the given product. (1) The reactants are: OC1C2N=NNC=2C=CC=1.Cl.CN(C)CCCN=C=NCC.[F:23][C:24]1[CH:25]=[C:26]([CH:30]=[CH:31][C:32]=1[F:33])[C:27](O)=O.[CH3:34][NH:35][C:36](=[S:39])[NH:37][NH2:38]. Given the product [F:23][C:24]1[CH:25]=[C:26]([C:27]2[N:35]([CH3:34])[C:36]([SH:39])=[N:37][N:38]=2)[CH:30]=[CH:31][C:32]=1[F:33], predict the reactants needed to synthesize it. (2) Given the product [CH3:19][C@@H:2]1[O:1][C:20](=[O:21])[N:5]([CH:6]2[CH2:11][CH2:10][N:9]([C:12]([O:14][C:15]([CH3:18])([CH3:17])[CH3:16])=[O:13])[CH2:8][CH2:7]2)[C:3]1=[O:4], predict the reactants needed to synthesize it. The reactants are: [OH:1][C@@H:2]([CH3:19])[C:3]([NH:5][CH:6]1[CH2:11][CH2:10][N:9]([C:12]([O:14][C:15]([CH3:18])([CH3:17])[CH3:16])=[O:13])[CH2:8][CH2:7]1)=[O:4].[C:20](N1C=CN=C1)(N1C=CN=C1)=[O:21]. (3) Given the product [CH:29]1([C:25]2[CH:26]=[C:27]([CH3:28])[C:22]([N:19]3[CH2:20][CH2:21][N:16]([C:14]([C:11]4[CH:10]=[CH:9][C:8]([N:1]5[CH2:5][CH2:4][CH2:3][C:2]5=[O:6])=[N:13][CH:12]=4)=[O:15])[CH2:17][CH2:18]3)=[N:23][CH:24]=2)[CH2:30][CH2:31]1, predict the reactants needed to synthesize it. The reactants are: [NH:1]1[CH2:5][CH2:4][CH2:3][C:2]1=[O:6].Br[C:8]1[N:13]=[CH:12][C:11]([C:14]([N:16]2[CH2:21][CH2:20][N:19]([C:22]3[C:27]([CH3:28])=[CH:26][C:25]([CH:29]4[CH2:31][CH2:30]4)=[CH:24][N:23]=3)[CH2:18][CH2:17]2)=[O:15])=[CH:10][CH:9]=1. (4) Given the product [CH2:8]([N:15]1[CH2:20][C@H:2]2[C@H:24]([CH2:25][O:5][C:3]2=[O:4])[CH2:23]1)[C:9]1[CH:14]=[CH:13][CH:12]=[CH:11][CH:10]=1, predict the reactants needed to synthesize it. The reactants are: F[C:2](F)(F)[C:3]([OH:5])=[O:4].[CH2:8]([N:15]([CH2:20]OC)[Si](C)(C)C)[C:9]1[CH:14]=[CH:13][CH:12]=[CH:11][CH:10]=1.[C:23]1(=O)OC[CH:25]=[CH:24]1.